The task is: Predict the product of the given reaction.. This data is from Forward reaction prediction with 1.9M reactions from USPTO patents (1976-2016). Given the reactants Cl.C([N:9]1[CH2:14][CH2:13][C:12](=O)[CH:11]([C:16]([O:18]C)=O)[CH2:10]1)C1C=CC=CC=1.Cl.[C:21]([NH2:26])(=[NH:25])[CH2:22][CH2:23][CH3:24].C[O-].[Na+].N1C=CC=NC1=O, predict the reaction product. The product is: [CH2:22]([C:21]1[NH:26][C:16](=[O:18])[C:11]2[CH:10]=[N:9][CH:14]=[CH:13][C:12]=2[N:25]=1)[CH2:23][CH3:24].